From a dataset of Full USPTO retrosynthesis dataset with 1.9M reactions from patents (1976-2016). Predict the reactants needed to synthesize the given product. Given the product [CH2:1]([S:3][CH:4]([C:6]1[CH:7]=[C:8]([CH:9]=[CH:10][CH:11]=1)[NH2:12])[CH3:5])[CH3:2], predict the reactants needed to synthesize it. The reactants are: [CH2:1]([S:3][CH:4]([C:6]1[CH:11]=[CH:10][CH:9]=[C:8]([N+:12]([O-])=O)[CH:7]=1)[CH3:5])[CH3:2].[H][H].